From a dataset of Reaction yield outcomes from USPTO patents with 853,638 reactions. Predict the reaction yield, written as a fraction of the theoretical maximum amount of product (1.0 means a 100% yield; for example, 0.34 means a 34% yield). The reactants are Br[CH2:2][CH2:3][O:4][C:5]1[CH:6]=[CH:7][C:8]([C:25]2[NH:34][C:33](=[O:35])[C:32]3[C:27](=[CH:28][C:29]([O:38][CH3:39])=[CH:30][C:31]=3[O:36][CH3:37])[N:26]=2)=[N:9][C:10]=1[C:11]1[CH:16]=[CH:15][C:14]([S:17]([CH3:20])(=[O:19])=[O:18])=[CH:13][C:12]=1[C:21]([F:24])([F:23])[F:22].[CH:40]([NH2:43])([CH3:42])[CH3:41]. The catalyst is C(Cl)(Cl)Cl.CS(C)=O. The product is [CH:40]([NH:43][CH2:2][CH2:3][O:4][C:5]1[CH:6]=[CH:7][C:8]([C:25]2[NH:34][C:33](=[O:35])[C:32]3[C:27](=[CH:28][C:29]([O:38][CH3:39])=[CH:30][C:31]=3[O:36][CH3:37])[N:26]=2)=[N:9][C:10]=1[C:11]1[CH:16]=[CH:15][C:14]([S:17]([CH3:20])(=[O:19])=[O:18])=[CH:13][C:12]=1[C:21]([F:24])([F:23])[F:22])([CH3:42])[CH3:41]. The yield is 0.820.